This data is from Full USPTO retrosynthesis dataset with 1.9M reactions from patents (1976-2016). The task is: Predict the reactants needed to synthesize the given product. (1) The reactants are: [Si:1]([O:8][C:9]1[CH:18]=[C:17]2[C:12]([CH:13]=[CH:14][CH:15]=[N:16]2)=[CH:11][CH:10]=1)([C:4]([CH3:7])([CH3:6])[CH3:5])([CH3:3])[CH3:2].CO. Given the product [Si:1]([O:8][C:9]1[CH:18]=[C:17]2[C:12]([CH2:13][CH2:14][CH2:15][NH:16]2)=[CH:11][CH:10]=1)([C:4]([CH3:7])([CH3:6])[CH3:5])([CH3:3])[CH3:2], predict the reactants needed to synthesize it. (2) Given the product [NH2:1][C@H:2]([CH2:6][CH2:7][CH2:8][C:9]1[CH:10]=[CH:11][C:12]([O:15][Si:25]([C:21]([CH3:24])([CH3:23])[CH3:22])([CH3:28])[CH3:27])=[CH:13][CH:14]=1)[C:3]([NH2:5])=[O:4], predict the reactants needed to synthesize it. The reactants are: [NH2:1][C@H:2]([CH2:6][CH2:7][CH2:8][C:9]1[CH:14]=[CH:13][C:12]([OH:15])=[CH:11][CH:10]=1)[C:3]([NH2:5])=[O:4].N1C=CN=C1.[C:21]([Si:25]([CH3:28])([CH3:27])Cl)([CH3:24])([CH3:23])[CH3:22]. (3) Given the product [CH3:18][O:17][C:14]1[CH:15]=[C:16]2[C:11]([CH:10]=[CH:9][CH:8]=[C:7]2[CH:22]=[CH:21][N:23]2[C:24](=[O:33])[C:25]3[C:26](=[CH:29][CH:30]=[CH:31][CH:32]=3)[C:27]2=[O:28])=[CH:12][CH:13]=1, predict the reactants needed to synthesize it. The reactants are: FC(F)(F)S(O[C:7]1[C:16]2[C:11](=[CH:12][CH:13]=[C:14]([O:17][CH3:18])[CH:15]=2)[CH:10]=[CH:9][CH:8]=1)(=O)=O.[CH:21]([N:23]1[C:27](=[O:28])[C:26]2=[CH:29][CH:30]=[CH:31][CH:32]=[C:25]2[C:24]1=[O:33])=[CH2:22].C(N(C(C)C)CC)(C)C.C1(C)C=CC=CC=1. (4) Given the product [CH:7]1([C:13]2[C:14]3[CH:15]=[CH:16][C:17]([C:41]([O:43][C:44]([CH3:46])([CH3:45])[CH3:47])=[O:42])=[CH:18][C:19]=3[N:20]3[CH2:26][C:25]([C:27](=[O:34])/[C:28](/[C:29]([O:31][CH2:32][CH3:33])=[O:30])=[CH:48]/[CH:49]([CH3:51])[CH3:50])=[CH:24][C:23]4[CH:35]=[C:36]([O:39][CH3:40])[CH:37]=[CH:38][C:22]=4[C:21]=23)[CH2:8][CH2:9][CH2:10][CH2:11][CH2:12]1, predict the reactants needed to synthesize it. The reactants are: N1CCCCC1.[CH:7]1([C:13]2[C:14]3[CH:15]=[CH:16][C:17]([C:41]([O:43][C:44]([CH3:47])([CH3:46])[CH3:45])=[O:42])=[CH:18][C:19]=3[N:20]3[CH2:26][C:25]([C:27](=[O:34])[CH2:28][C:29]([O:31][CH2:32][CH3:33])=[O:30])=[CH:24][C:23]4[CH:35]=[C:36]([O:39][CH3:40])[CH:37]=[CH:38][C:22]=4[C:21]=23)[CH2:12][CH2:11][CH2:10][CH2:9][CH2:8]1.[CH:48](=O)[CH:49]([CH3:51])[CH3:50]. (5) Given the product [N:17]1([CH:15]([NH:8][C:6](=[O:7])[C:5]2[CH:9]=[CH:10][C:2]([F:1])=[CH:3][CH:4]=2)[C:12]([CH3:13])([CH3:14])[CH3:11])[C:21]2[CH:22]=[CH:23][CH:24]=[CH:25][C:20]=2[N:19]=[N:18]1, predict the reactants needed to synthesize it. The reactants are: [F:1][C:2]1[CH:10]=[CH:9][C:5]([C:6]([NH2:8])=[O:7])=[CH:4][CH:3]=1.[CH3:11][C:12]([CH:15]=O)([CH3:14])[CH3:13].[NH:17]1[C:21]2[CH:22]=[CH:23][CH:24]=[CH:25][C:20]=2[N:19]=[N:18]1.C1(C)C=CC(S(O)(=O)=O)=CC=1.